Dataset: Full USPTO retrosynthesis dataset with 1.9M reactions from patents (1976-2016). Task: Predict the reactants needed to synthesize the given product. (1) Given the product [OH:11][C:13]1[CH:14]=[C:15]([CH:18]=[N:19][OH:20])[CH:16]=[CH:17][N:12]=1, predict the reactants needed to synthesize it. The reactants are: Cl.NO.N1C=CC(C=[O:11])=CC=1.[N:12]1[CH:17]=[CH:16][C:15]([CH:18]=[N:19][OH:20])=[CH:14][CH:13]=1.C(=O)([O-])O.[Na+].P([O-])([O-])([O-])=O.[K+].[K+].[K+]. (2) Given the product [C:1]([OH:11])(=[O:10])[C@H:2]([C:4]1[CH:9]=[CH:8][CH:7]=[CH:6][CH:5]=1)[OH:3], predict the reactants needed to synthesize it. The reactants are: [C:1]([O-:11])(=[O:10])[C@@H:2]([C:4]1[CH:9]=[CH:8][CH:7]=[CH:6][CH:5]=1)[OH:3].Cl. (3) Given the product [NH:6]1[C:7]2=[N:8][CH:9]=[CH:10][CH:11]=[C:12]2[C:4]([CH2:3][CH2:2][NH2:15])=[CH:5]1, predict the reactants needed to synthesize it. The reactants are: Cl[CH2:2][CH2:3][C:4]1[C:12]2[C:7](=[N:8][CH:9]=[CH:10][CH:11]=2)[NH:6][CH:5]=1.[I-].[Na+].[NH3:15]. (4) Given the product [CH2:1]([C:5]1[N:6]([C:21]2[CH:22]=[CH:23][C:24]([O:27][C:28]3[CH:33]=[CH:32][C:31]([Cl:34])=[CH:30][CH:29]=3)=[CH:25][CH:26]=2)[CH:7]=[C:8]([C:10]2[CH:11]=[CH:12][C:13]([O:16][CH2:17][C@H:18]([OH:19])[CH2:20][NH:37][CH2:35][CH3:36])=[CH:14][CH:15]=2)[N:9]=1)[CH2:2][CH2:3][CH3:4], predict the reactants needed to synthesize it. The reactants are: [CH2:1]([C:5]1[N:6]([C:21]2[CH:26]=[CH:25][C:24]([O:27][C:28]3[CH:33]=[CH:32][C:31]([Cl:34])=[CH:30][CH:29]=3)=[CH:23][CH:22]=2)[CH:7]=[C:8]([C:10]2[CH:15]=[CH:14][C:13]([O:16][CH2:17][C@H:18]3[CH2:20][O:19]3)=[CH:12][CH:11]=2)[N:9]=1)[CH2:2][CH2:3][CH3:4].[CH2:35]([NH2:37])[CH3:36]. (5) Given the product [CH3:25][O:24][CH2:23][C:20]1[O:19][C:18]([C:16](=[O:15])[CH2:2][C:1]#[N:3])=[CH:22][CH:21]=1, predict the reactants needed to synthesize it. The reactants are: [C:1](#[N:3])[CH3:2].C[Si]([N-][Si](C)(C)C)(C)C.[Li+].C[O:15][C:16]([C:18]1[O:19][C:20]([CH2:23][O:24][CH3:25])=[CH:21][CH:22]=1)=O.Cl.